Dataset: Full USPTO retrosynthesis dataset with 1.9M reactions from patents (1976-2016). Task: Predict the reactants needed to synthesize the given product. (1) Given the product [CH3:17][S:18]([O:6][CH2:5][C:4]1[CH:7]=[CH:8][CH:9]=[C:2]([Br:1])[CH:3]=1)(=[O:20])=[O:19], predict the reactants needed to synthesize it. The reactants are: [Br:1][C:2]1[CH:3]=[C:4]([CH:7]=[CH:8][CH:9]=1)[CH2:5][OH:6].C(N(CC)CC)C.[CH3:17][S:18](Cl)(=[O:20])=[O:19]. (2) Given the product [CH2:49]([N:11]([CH2:12][C:13]([CH3:36])=[CH:14][CH2:15][C:16]1[C:17]([OH:29])=[C:18]2[C:22](=[C:23]([CH3:27])[C:24]=1[O:25][CH3:26])[CH2:21][O:20][C:19]2=[O:28])[CH2:10][CH2:9][P:4](=[O:8])([OH:5])[OH:3])[C:43]1[CH:48]=[CH:47][CH:46]=[CH:45][CH:44]=1, predict the reactants needed to synthesize it. The reactants are: C([O:3][P:4]([CH2:9][CH2:10][NH:11][CH2:12][C:13]([CH3:36])=[CH:14][CH2:15][C:16]1[C:17]([O:29]CC[Si](C)(C)C)=[C:18]2[C:22](=[C:23]([CH3:27])[C:24]=1[O:25][CH3:26])[CH2:21][O:20][C:19]2=[O:28])(=[O:8])[O:5]CC)C.C[Si](Br)(C)C.N1[C:47]([CH3:48])=[CH:46][CH:45]=[CH:44][C:43]=1[CH3:49]. (3) Given the product [CH2:1]([N:3]1[C:11]2[C:6](=[CH:7][CH:8]=[C:9]([O:12][CH3:13])[CH:10]=2)[C:5]([C:14]#[N:15])=[C:4]1[C:30]1[CH:35]=[CH:34][CH:33]=[C:32]([OH:36])[CH:31]=1)[CH3:2], predict the reactants needed to synthesize it. The reactants are: [CH2:1]([N:3]1[C:11]2[C:6](=[CH:7][CH:8]=[C:9]([O:12][CH3:13])[CH:10]=2)[C:5]([C:14]#[N:15])=[C:4]1[Sn](CCCC)(CCCC)CCCC)[CH3:2].I[C:30]1[CH:31]=[C:32]([OH:36])[CH:33]=[CH:34][CH:35]=1.C1COCC1.CCOCC. (4) Given the product [NH2:1][C:2]1[N:7]=[C:6]([N:8]2[CH2:20][CH2:19][C:11]3([CH2:15][NH:14][C@@H:13]([C:16]([OH:18])=[O:17])[CH2:12]3)[CH2:10][CH2:9]2)[CH:5]=[C:4]([O:21][C@@H:22]([C:27]2[CH:32]=[CH:31][C:30]([C:33]3[CH:38]=[CH:37][C:36]([CH3:39])=[C:35]([CH3:40])[CH:34]=3)=[CH:29][C:28]=2[N:41]2[CH:45]=[CH:44][C:43]([CH3:46])=[N:42]2)[C:23]([F:26])([F:25])[F:24])[N:3]=1, predict the reactants needed to synthesize it. The reactants are: [NH2:1][C:2]1[N:7]=[C:6]([N:8]2[CH2:20][CH2:19][C:11]3([CH2:15][NH:14][C@H:13]([C:16]([OH:18])=[O:17])[CH2:12]3)[CH2:10][CH2:9]2)[CH:5]=[C:4]([O:21][C@H:22]([C:27]2[CH:32]=[CH:31][C:30]([C:33]3[CH:38]=[CH:37][C:36]([CH3:39])=[C:35]([CH3:40])[CH:34]=3)=[CH:29][C:28]=2[N:41]2[CH:45]=[CH:44][C:43]([CH3:46])=[N:42]2)[C:23]([F:26])([F:25])[F:24])[N:3]=1.NC1N=C(N2CCC3(CN(C(OCC4C=CC=CC=4)=O)[C@@H](C(OCC)=O)C3)CC2)C=C(O[C@@H](C2C=CC(Cl)=CC=2N2C=CC(C)=N2)C(F)(F)F)N=1.